Dataset: Catalyst prediction with 721,799 reactions and 888 catalyst types from USPTO. Task: Predict which catalyst facilitates the given reaction. Reactant: [C:1]([NH:5][S:6]([CH2:9][C:10]1[CH:15]=[CH:14][CH:13]=[CH:12][CH:11]=1)(=[O:8])=[O:7])([CH3:4])([CH3:3])[CH3:2].[C:16]([Li])(C)(C)C.IC. Product: [C:1]([NH:5][S:6]([CH:9]([C:10]1[CH:15]=[CH:14][CH:13]=[CH:12][CH:11]=1)[CH3:16])(=[O:8])=[O:7])([CH3:4])([CH3:2])[CH3:3]. The catalyst class is: 1.